Dataset: Catalyst prediction with 721,799 reactions and 888 catalyst types from USPTO. Task: Predict which catalyst facilitates the given reaction. (1) Reactant: [CH3:1][C:2]1[CH:7]=[CH:6][C:5]([NH:8][C:9]([NH2:11])=[S:10])=[CH:4][CH:3]=1.CC(O)=O.Br.CS(C)=O. Product: [NH2:11][C:9]1[S:10][C:6]2[CH:7]=[C:2]([CH3:1])[CH:3]=[CH:4][C:5]=2[N:8]=1. The catalyst class is: 25. (2) Reactant: C[N:2]([CH3:23])[CH:3]=[C:4]([C:10](=[O:22])[C:11]1[CH:16]=[C:15]([F:17])[C:14]([F:18])=[C:13]([O:19][CH3:20])[C:12]=1[F:21])[C:5]([O:7][CH2:8][CH3:9])=[O:6].C1(C)C=CC(S(O)(=O)=O)=CC=1.[F:35][C@H:36]1C[C@H:37]1N.C(N(CC)CC)C.O. Product: [F:35][C@H:36]1[CH2:37][C@H:23]1[NH:2][CH:3]=[C:4]([C:10](=[O:22])[C:11]1[CH:16]=[C:15]([F:17])[C:14]([F:18])=[C:13]([O:19][CH3:20])[C:12]=1[F:21])[C:5]([O:7][CH2:8][CH3:9])=[O:6]. The catalyst class is: 4. (3) Reactant: CC(OC(/N=N/C(OC(C)C)=O)=O)C.[OH:15][C:16]1[CH:17]=[C:18]([CH:23]=[C:24]([O:26][CH2:27][C:28]2[CH:33]=[CH:32][CH:31]=[CH:30][CH:29]=2)[CH:25]=1)[C:19]([O:21][CH3:22])=[O:20].[CH3:34][O:35][CH2:36][C@@H:37](O)[CH3:38].C1(P(C2C=CC=CC=2)C2C=CC=CC=2)C=CC=CC=1. Product: [CH2:27]([O:26][C:24]1[CH:23]=[C:18]([CH:17]=[C:16]([O:15][C@H:37]([CH3:38])[CH2:36][O:35][CH3:34])[CH:25]=1)[C:19]([O:21][CH3:22])=[O:20])[C:28]1[CH:33]=[CH:32][CH:31]=[CH:30][CH:29]=1. The catalyst class is: 1. (4) Reactant: [CH3:1][C:2]1[CH:3]=[N:4][CH:5]=[C:6]([CH:11]=1)[C:7]([O:9][CH3:10])=[O:8].[Br:12]N1C(=O)CCC1=O. Product: [Br:12][CH2:1][C:2]1[CH:3]=[N:4][CH:5]=[C:6]([CH:11]=1)[C:7]([O:9][CH3:10])=[O:8]. The catalyst class is: 340.